Dataset: Aqueous solubility values for 9,982 compounds from the AqSolDB database. Task: Regression/Classification. Given a drug SMILES string, predict its absorption, distribution, metabolism, or excretion properties. Task type varies by dataset: regression for continuous measurements (e.g., permeability, clearance, half-life) or binary classification for categorical outcomes (e.g., BBB penetration, CYP inhibition). For this dataset (solubility_aqsoldb), we predict Y. (1) The compound is NCC(CC(=O)O)c1ccc(Cl)cc1. The Y is -1.70 log mol/L. (2) The compound is CCCCC(C=O)CC. The Y is -2.26 log mol/L.